Dataset: HIV replication inhibition screening data with 41,000+ compounds from the AIDS Antiviral Screen. Task: Binary Classification. Given a drug SMILES string, predict its activity (active/inactive) in a high-throughput screening assay against a specified biological target. (1) The drug is CCCC(O)c1cn(-c2cccc(S(=O)(=O)O)c2)nn1. The result is 0 (inactive). (2) The compound is CC(C)(C)CC(C)(C)SSc1n[nH]c(=S)s1. The result is 0 (inactive). (3) The drug is CCC(C)C(NC(=O)C(CCC(=O)O)NC(=O)C(CCCCN)NC(=O)C(CO)NC(=O)C(CC(C)C)NC(=O)C(Cc1ccc(O)cc1)NC(=O)C(C)N)C(=O)NC(C)C(=O)NC(CO)C(=O)NC(CC(=O)O)C(=O)O. The result is 0 (inactive). (4) The drug is O=C(c1nsc(Cl)c1Cl)N1CCCCC1. The result is 0 (inactive). (5) The molecule is O=C1CCC(c2ccccc2)(C2(c3ccccc3)CCC(=O)O2)O1. The result is 0 (inactive). (6) The molecule is COC=Cc1cc2c(cc1C(OC)OC)OCO2. The result is 0 (inactive). (7) The molecule is COc1ccc(C=C(C#N)C(=O)c2ccccc2)cc1. The result is 0 (inactive). (8) The compound is O=c1c2c(F)c(F)c(F)c(F)c2sc2nc3ccccc3n12. The result is 0 (inactive). (9) The molecule is Cc1noc(C(F)(F)Sc2ncccn2)n1. The result is 1 (active).